From a dataset of Forward reaction prediction with 1.9M reactions from USPTO patents (1976-2016). Predict the product of the given reaction. (1) Given the reactants [CH:1]1([NH:6][C:7]2[CH:8]=[C:9]([CH2:23][N:24]3C(=O)C4C(=CC=CC=4)C3=O)[CH:10]=[C:11]3[C:15]=2[NH:14][C:13]([C:16]2[S:17][CH2:18][C@@H:19]([CH2:21][OH:22])[N:20]=2)=[CH:12]3)[CH2:5][CH2:4][CH2:3][CH2:2]1.O.NN, predict the reaction product. The product is: [NH2:24][CH2:23][C:9]1[CH:10]=[C:11]2[C:15](=[C:7]([NH:6][CH:1]3[CH2:5][CH2:4][CH2:3][CH2:2]3)[CH:8]=1)[NH:14][C:13]([C:16]1[S:17][CH2:18][C@@H:19]([CH2:21][OH:22])[N:20]=1)=[CH:12]2. (2) Given the reactants Br[C:2]1[CH:3]=[C:4]([C:11]([N:13]2[CH2:18][CH2:17][O:16][CH2:15][CH2:14]2)=[O:12])[CH:5]=[C:6]([N+:8]([O-:10])=[O:9])[CH:7]=1.[C:19]1(B(O)O)[CH:24]=[CH:23][CH:22]=[CH:21][CH:20]=1.C(=O)([O-])[O-].[Na+].[Na+].C1(C)C=CC=CC=1P(C1C=CC=CC=1C)C1C=CC=CC=1C, predict the reaction product. The product is: [N:13]1([C:11]([C:4]2[CH:3]=[C:2]([C:19]3[CH:24]=[CH:23][CH:22]=[CH:21][CH:20]=3)[CH:7]=[C:6]([N+:8]([O-:10])=[O:9])[CH:5]=2)=[O:12])[CH2:18][CH2:17][O:16][CH2:15][CH2:14]1. (3) The product is: [C:17]([O:16][C:12]([NH:13][NH:14][C:8]1[CH:7]=[CH:6][C:3]([C:4]#[N:5])=[C:2]([F:1])[C:9]=1[F:10])=[O:15])([CH3:20])([CH3:19])[CH3:18]. Given the reactants [F:1][C:2]1[C:9]([F:10])=[C:8](F)[CH:7]=[CH:6][C:3]=1[C:4]#[N:5].[C:12]([O:16][C:17]([CH3:20])([CH3:19])[CH3:18])(=[O:15])[NH:13][NH2:14].CCN(C(C)C)C(C)C, predict the reaction product. (4) The product is: [C:22]([O:21][C:20](=[O:26])[NH:19][CH2:18][CH2:17][N:16]([CH2:7][C:6]1[C:2]([I:1])=[N:3][N:4]([CH:9]2[CH2:14][CH2:13][CH2:12][CH2:11][O:10]2)[CH:5]=1)[CH3:15])([CH3:25])([CH3:24])[CH3:23]. Given the reactants [I:1][C:2]1[C:6]([CH:7]=O)=[CH:5][N:4]([CH:9]2[CH2:14][CH2:13][CH2:12][CH2:11][O:10]2)[N:3]=1.[CH3:15][NH:16][CH2:17][CH2:18][NH:19][C:20](=[O:26])[O:21][C:22]([CH3:25])([CH3:24])[CH3:23].[BH-](OC(C)=O)(OC(C)=O)OC(C)=O.[Na+], predict the reaction product. (5) Given the reactants Br[C:2]1[CH:3]=[C:4]2[C:8](=[CH:9][CH:10]=1)[N:7]([CH2:11][O:12][CH2:13][CH2:14][Si:15]([CH3:18])([CH3:17])[CH3:16])[N:6]=[C:5]2[NH:19][C:20]1[N:24]([CH2:25][CH2:26][CH2:27][O:28][Si:29]([C:32]([CH3:35])([CH3:34])[CH3:33])([CH3:31])[CH3:30])[C:23]2[CH:36]=[CH:37][CH:38]=[CH:39][C:22]=2[N:21]=1.ClCCl.C(=O)([O-])[O-].[Na+].[Na+].O1[CH2:54][CH2:53][O:52][CH2:51]C1, predict the reaction product. The product is: [Si:29]([O:28][CH2:27][CH2:26][CH2:25][N:24]1[C:23]2[CH:36]=[CH:37][CH:38]=[CH:39][C:22]=2[N:21]=[C:20]1[NH:19][C:5]1[C:4]2[C:8](=[CH:9][CH:10]=[C:2]([C:4]3[CH:8]=[N:7][CH:11]=[CH:54][C:53]=3[O:52][CH3:51])[CH:3]=2)[N:7]([CH2:11][O:12][CH2:13][CH2:14][Si:15]([CH3:18])([CH3:17])[CH3:16])[N:6]=1)([C:32]([CH3:34])([CH3:35])[CH3:33])([CH3:31])[CH3:30].